Dataset: Full USPTO retrosynthesis dataset with 1.9M reactions from patents (1976-2016). Task: Predict the reactants needed to synthesize the given product. Given the product [NH2:20][C:18]1[S:19][C:2]2[C:3](=[O:16])[N:4]([C:9]([O:11][C:12]([CH3:15])([CH3:14])[CH3:13])=[O:10])[CH2:5][CH2:6][C:7]=2[N:17]=1, predict the reactants needed to synthesize it. The reactants are: Br[CH:2]1[C:7](=O)[CH2:6][CH2:5][N:4]([C:9]([O:11][C:12]([CH3:15])([CH3:14])[CH3:13])=[O:10])[C:3]1=[O:16].[NH2:17][C:18]([NH2:20])=[S:19].C([O-])(O)=O.[Na+].